Predict the reactants needed to synthesize the given product. From a dataset of Full USPTO retrosynthesis dataset with 1.9M reactions from patents (1976-2016). Given the product [NH:73]1[CH:72]=[C:71]([CH:68]2[CH2:69][CH2:70][C:65]([C:30]3[C:29]([Br:28])=[C:34]([NH2:35])[N:33]4[N:52]=[CH:53][C:54]([C:55]5[CH:56]=[N:57][C:58]6[C:63]([CH:64]=5)=[CH:62][CH:61]=[CH:60][CH:59]=6)=[C:32]4[N:31]=3)=[CH:66][CH2:67]2)[CH:75]=[N:74]1, predict the reactants needed to synthesize it. The reactants are: BrC1C(C2CCNCC=2)=NC2N(N=CC=2C2C=NC3C(C=2)=CC=CC=3)C=1N.[Br:28][C:29]1[C:30]([C:65]2[CH2:70][CH2:69][CH:68]([C:71]3[CH:72]=[N:73][N:74](COCC[Si](C)(C)C)[CH:75]=3)[CH2:67][CH:66]=2)=[N:31][C:32]2[N:33]([N:52]=[CH:53][C:54]=2[C:55]2[CH:56]=[N:57][C:58]3[C:63]([CH:64]=2)=[CH:62][CH:61]=[CH:60][CH:59]=3)[C:34]=1[N:35](COCC[Si](C)(C)C)COCC[Si](C)(C)C.C[Si](C)(C)CCOCN(COCC[Si](C)(C)C)C1N2N=CC(C3C=NC4C(C=3)=CC=CC=4)=C2N=C(C2CCN(C(OC(C)(C)C)=O)CC=2)C=1.